From a dataset of Forward reaction prediction with 1.9M reactions from USPTO patents (1976-2016). Predict the product of the given reaction. (1) Given the reactants [F:1][C:2]1([F:16])[C:10]2[C:5](=[CH:6][CH:7]=[CH:8][CH:9]=2)[N:4]([CH2:11][C:12]([OH:14])=O)[C:3]1=[O:15].[Br:17][C:18]1[C:19]([C:24]2[NH:28][CH:27]=[N:26][N:25]=2)=[C:20]([NH2:23])[S:21][CH:22]=1, predict the reaction product. The product is: [Br:17][C:18]1[C:19]([C:24]2[NH:28][CH:27]=[N:26][N:25]=2)=[C:20]([NH:23][C:12](=[O:14])[CH2:11][N:4]2[C:5]3[C:10](=[CH:9][CH:8]=[CH:7][CH:6]=3)[C:2]([F:1])([F:16])[C:3]2=[O:15])[S:21][CH:22]=1. (2) Given the reactants O/[CH:2]=[C:3]1/[CH2:4][C@:5]2([C:29]3[CH:34]=[CH:33][CH:32]=[CH:31][CH:30]=3)[C:14]3[N:13]=[C:12]([C:15]4[CH:20]=[CH:19][CH:18]=[CH:17][C:16]=4[O:21][CH3:22])[N:11]=[C:10]([O:23][CH3:24])[C:9]=3[CH2:8][CH2:7][C@H:6]2[C@H:25]([CH3:28])[C:26]/1=[O:27].Cl.[NH2:36]O, predict the reaction product. The product is: [CH3:24][O:23][C:10]1[C:9]2[CH2:8][CH2:7][C@H:6]3[C@H:25]([CH3:28])[C:26]4[O:27][N:36]=[CH:2][C:3]=4[CH2:4][C@:5]3([C:29]3[CH:34]=[CH:33][CH:32]=[CH:31][CH:30]=3)[C:14]=2[N:13]=[C:12]([C:15]2[CH:20]=[CH:19][CH:18]=[CH:17][C:16]=2[O:21][CH3:22])[N:11]=1. (3) The product is: [N:30]1([C:2]2[CH:7]=[CH:6][C:5]([S:8]([CH3:11])(=[O:10])=[O:9])=[CH:4][C:3]=2[C:12]([N:14]2[CH2:19][CH2:18][N:17]([C:20]3[CH:25]=[CH:24][C:23]([C:26]([F:29])([F:28])[F:27])=[CH:22][CH:21]=3)[CH2:16][CH2:15]2)=[O:13])[CH:34]=[CH:33][N:32]=[CH:31]1. Given the reactants I[C:2]1[CH:7]=[CH:6][C:5]([S:8]([CH3:11])(=[O:10])=[O:9])=[CH:4][C:3]=1[C:12]([N:14]1[CH2:19][CH2:18][N:17]([C:20]2[CH:25]=[CH:24][C:23]([C:26]([F:29])([F:28])[F:27])=[CH:22][CH:21]=2)[CH2:16][CH2:15]1)=[O:13].[NH:30]1[CH:34]=[CH:33][N:32]=[CH:31]1, predict the reaction product.